Dataset: Peptide-MHC class I binding affinity with 185,985 pairs from IEDB/IMGT. Task: Regression. Given a peptide amino acid sequence and an MHC pseudo amino acid sequence, predict their binding affinity value. This is MHC class I binding data. (1) The peptide sequence is RTEIIRMMESA. The MHC is HLA-A02:03 with pseudo-sequence HLA-A02:03. The binding affinity (normalized) is 0.223. (2) The peptide sequence is ITLYEYDHF. The MHC is HLA-B15:01 with pseudo-sequence HLA-B15:01. The binding affinity (normalized) is 0.0847. (3) The peptide sequence is GVKVRVWLF. The MHC is HLA-B44:02 with pseudo-sequence HLA-B44:02. The binding affinity (normalized) is 0.0847. (4) The peptide sequence is RMLPKLAEF. The MHC is HLA-A02:03 with pseudo-sequence HLA-A02:03. The binding affinity (normalized) is 0.227. (5) The peptide sequence is AEGVVAFLI. The MHC is HLA-A24:02 with pseudo-sequence HLA-A24:02. The binding affinity (normalized) is 0.169. (6) The peptide sequence is VLYHRYNLV. The MHC is HLA-A24:03 with pseudo-sequence HLA-A24:03. The binding affinity (normalized) is 0.0847.